This data is from Full USPTO retrosynthesis dataset with 1.9M reactions from patents (1976-2016). The task is: Predict the reactants needed to synthesize the given product. (1) Given the product [CH2:1]([N:5]1[C:13]2[N:12]=[CH:11][N:10]([CH2:14][C:15]3[CH:16]=[CH:17][CH:18]=[CH:19][CH:20]=3)[C:9]=2[C:8](=[O:21])[N:7]([CH2:29][C:30]2[CH:35]=[CH:34][CH:33]=[CH:32][CH:31]=2)[C:6]1=[O:22])[CH2:2][CH2:3][CH3:4], predict the reactants needed to synthesize it. The reactants are: [CH2:1]([N:5]1[C:13]2[N:12]=[CH:11][N:10]([CH2:14][C:15]3[CH:20]=[CH:19][CH:18]=[CH:17][CH:16]=3)[C:9]=2[C:8](=[O:21])[NH:7][C:6]1=[O:22])[CH2:2][CH2:3][CH3:4].C(=O)([O-])[O-].[K+].[K+].[CH2:29](Br)[C:30]1[CH:35]=[CH:34][CH:33]=[CH:32][CH:31]=1. (2) Given the product [C:32]([O:35][CH2:28][C:22]1[N:13]=[C:11](/[CH:10]=[CH:9]/[C:6]2[CH:5]=[CH:4][C:3]([C:2]([F:14])([F:15])[F:1])=[CH:8][CH:7]=2)[O:12][CH:27]=1)(=[O:34])[CH3:33], predict the reactants needed to synthesize it. The reactants are: [F:1][C:2]([F:15])([F:14])[C:3]1[CH:8]=[CH:7][C:6](/[CH:9]=[CH:10]/[C:11]([NH2:13])=[O:12])=[CH:5][CH:4]=1.ClCC(CCl)=O.[C:22]1([CH3:28])[CH:27]=CC=CC=1.O.O.O.[C:32]([O-:35])(=[O:34])[CH3:33].[Na+].